Dataset: Cav3 T-type calcium channel HTS with 100,875 compounds. Task: Binary Classification. Given a drug SMILES string, predict its activity (active/inactive) in a high-throughput screening assay against a specified biological target. (1) The drug is Clc1cc(N(C2CS(=O)(=O)C=C2)C(=O)C2OCCC2)ccc1C. The result is 0 (inactive). (2) The compound is O=C(Nc1cc(NC(=O)c2cccnc2)ccc1)CC. The result is 0 (inactive). (3) The molecule is O=C1N(CCC(C)C)C(=O)c2c1cc(cc2)c1oc(=O)c2c(n1)cccc2. The result is 0 (inactive). (4) The compound is N1(CCCCC1)c1nc(N2CCCCC2)nc(n1)N\N=C\C=C/c1ccccc1. The result is 0 (inactive). (5) The compound is OC(=O)c1c(N2CCCCC2)ccc(NC(=O)c2occc2)c1. The result is 0 (inactive). (6) The drug is Clc1ccc(n2c(=O)c3SCCc3nc2SCC(=O)Nc2noc(c2)C)cc1. The result is 0 (inactive). (7) The molecule is O(\N=C(/N)c1ncccc1)C(=O)C1CCCCC1. The result is 0 (inactive).